Dataset: Catalyst prediction with 721,799 reactions and 888 catalyst types from USPTO. Task: Predict which catalyst facilitates the given reaction. (1) Reactant: [C:1]([O:5][C:6]([N:8]1[CH2:13][CH2:12][N:11]([C:14]2[CH:19]=[CH:18][C:17]([N:20]3[CH2:24][C@H:23]([CH2:25][OH:26])[O:22][C:21]3=[O:27])=[CH:16][C:15]=2[F:28])[CH2:10][CH2:9]1)=[O:7])([CH3:4])([CH3:3])[CH3:2].O[C:30]1[CH:34]=[CH:33][O:32][N:31]=1.C1(P(C2C=CC=CC=2)C2C=CC=CC=2)C=CC=CC=1.CC(OC(/N=N/C(OC(C)C)=O)=O)C. Product: [C:1]([O:5][C:6]([N:8]1[CH2:13][CH2:12][N:11]([C:14]2[CH:19]=[CH:18][C:17]([N:20]3[CH2:24][C@H:23]([CH2:25][O:26][C:30]4[CH:34]=[CH:33][O:32][N:31]=4)[O:22][C:21]3=[O:27])=[CH:16][C:15]=2[F:28])[CH2:10][CH2:9]1)=[O:7])([CH3:4])([CH3:2])[CH3:3]. The catalyst class is: 7. (2) Reactant: Br[C:2]1[CH:7]=[CH:6][C:5]([S:8][CH:9]2[CH2:11][CH2:10]2)=[CH:4][CH:3]=1.C([Li])CCC.[CH:17]1([C:20]2[CH:21]=[CH:22][C:23]([CH:36]=[O:37])=[N:24][C:25]=2[O:26][CH2:27][C:28]2[CH:33]=[CH:32][C:31]([O:34][CH3:35])=[CH:30][CH:29]=2)[CH2:19][CH2:18]1.[Cl-].[NH4+]. Product: [CH:17]1([C:20]2[CH:21]=[CH:22][C:23]([CH:36]([C:2]3[CH:7]=[CH:6][C:5]([S:8][CH:9]4[CH2:11][CH2:10]4)=[CH:4][CH:3]=3)[OH:37])=[N:24][C:25]=2[O:26][CH2:27][C:28]2[CH:33]=[CH:32][C:31]([O:34][CH3:35])=[CH:30][CH:29]=2)[CH2:18][CH2:19]1. The catalyst class is: 7. (3) Reactant: [F:1][C:2]1[CH:34]=[CH:33][C:5]([CH2:6][N:7]2[C:15]3[C:10](=[CH:11][CH:12]=[CH:13][CH:14]=3)[C:9]3[CH2:16][CH:17](COS(C)(=O)=O)[N:18]([C:20]([O:22][C:23](C)(C)C)=[O:21])[CH2:19][C:8]2=3)=[CH:4][CH:3]=1.C(=O)([O-])[O-].[K+].[K+]. Product: [F:1][C:2]1[CH:3]=[CH:4][C:5]([CH2:6][N:7]2[C:15]3[CH:14]=[CH:13][CH:12]=[CH:11][C:10]=3[C:9]3[CH2:16][CH:17]4[CH2:23][O:22][C:20](=[O:21])[N:18]4[CH2:19][C:8]2=3)=[CH:33][CH:34]=1. The catalyst class is: 21. (4) Reactant: [Li+].C[Si]([N-][Si](C)(C)C)(C)C.[C:11]([O:20]CC)(=[O:19])[CH2:12][CH2:13][C:14]([O:16]CC)=O.[CH:23]1([NH:28][C:29]2[C:34]([CH:35]=O)=[CH:33][N:32]=[C:31]([S:37][CH3:38])[N:30]=2)[CH2:27][CH2:26][CH2:25][CH2:24]1.Cl. Product: [CH:23]1([N:28]2[C:29]3[N:30]=[C:31]([S:37][CH3:38])[N:32]=[CH:33][C:34]=3[CH:35]=[C:13]([CH2:12][C:11]([OH:20])=[O:19])[C:14]2=[O:16])[CH2:24][CH2:25][CH2:26][CH2:27]1. The catalyst class is: 375. (5) Reactant: I[C:2]1[CH:7]=[CH:6][C:5]([CH2:8][CH2:9][OH:10])=[CH:4][CH:3]=1.[Cl:11][C:12]1[CH:17]=[CH:16][C:15]([OH:18])=[CH:14][CH:13]=1.C(=O)([O-])[O-].[Cs+].[Cs+].CN(C)CC(O)=O. Product: [Cl:11][C:12]1[CH:17]=[CH:16][C:15]([O:18][C:2]2[CH:7]=[CH:6][C:5]([CH2:8][CH2:9][OH:10])=[CH:4][CH:3]=2)=[CH:14][CH:13]=1. The catalyst class is: 872. (6) The catalyst class is: 722. Product: [CH3:1][C:2]1([CH3:8])[CH2:4][CH:3]1[C:5]([NH:21][C:22]1[N:23]=[C:24]2[CH:29]=[CH:28][C:27]([O:30][C:31]3[CH:32]=[CH:33][C:34]([F:47])=[C:35]([NH:37][C:38]([C:40]4[N:44]([CH3:45])[N:43]=[C:42]([CH3:46])[CH:41]=4)=[O:39])[CH:36]=3)=[N:26][N:25]2[CH:48]=1)=[O:6]. Reactant: [CH3:1][C:2]1([CH3:8])[CH2:4][CH:3]1[C:5](O)=[O:6].CN(C)C=O.C(Cl)(=O)C(Cl)=O.Cl.[NH2:21][C:22]1[N:23]=[C:24]2[CH:29]=[CH:28][C:27]([O:30][C:31]3[CH:32]=[CH:33][C:34]([F:47])=[C:35]([NH:37][C:38]([C:40]4[N:44]([CH3:45])[N:43]=[C:42]([CH3:46])[CH:41]=4)=[O:39])[CH:36]=3)=[N:26][N:25]2[CH:48]=1. (7) Reactant: ClN1C(=O)N(Cl)C(=O)N(Cl)C1=O.[Cl:28][C:25]1[CH:26]=[CH:27][C:22]([S:21][S:21][C:22]2[CH:27]=[CH:26][C:25]([Cl:28])=[CH:24][CH:23]=2)=[CH:23][CH:24]=1.[C:29]([NH:32][C:33]1[CH:41]=[CH:40][CH:39]=[C:38]2[C:34]=1[CH:35]=[C:36]([CH3:48])[N:37]2[CH2:42][C:43]([O:45][CH2:46][CH3:47])=[O:44])(=[O:31])[CH3:30]. Product: [C:29]([NH:32][C:33]1[CH:41]=[CH:40][CH:39]=[C:38]2[C:34]=1[C:35]([S:21][C:22]1[CH:23]=[CH:24][C:25]([Cl:28])=[CH:26][CH:27]=1)=[C:36]([CH3:48])[N:37]2[CH2:42][C:43]([O:45][CH2:46][CH3:47])=[O:44])(=[O:31])[CH3:30]. The catalyst class is: 13.